From a dataset of Cav3 T-type calcium channel HTS with 100,875 compounds. Binary Classification. Given a drug SMILES string, predict its activity (active/inactive) in a high-throughput screening assay against a specified biological target. (1) The result is 0 (inactive). The compound is S(=O)(=O)(Cc1oc(cc1)C(=O)NCCOC)c1ccc(cc1)C. (2) The molecule is O(c1ccc(/C=N\Nc2nnc(c3c2cccc3)c2[nH]ccn2)cc1)C. The result is 0 (inactive). (3) The compound is Clc1ccc(CN(Cc2occc2)C(=S)Nc2ccc(OCC)cc2)cc1. The result is 0 (inactive). (4) The drug is S(=O)(=O)(N1CCN(CC1)C(=O)c1occc1)c1ccc(C2CCCCC2)cc1. The result is 0 (inactive). (5) The molecule is s1c(CC(=O)N(C(c2ccccc2)C(=O)NCc2ccccc2)Cc2cc3OCOc3cc2)ccc1. The result is 1 (active). (6) The compound is O1CCN(CCCNC(=O)C(n2c(ccc2)C(=O)c2ccccc2)C)CC1. The result is 0 (inactive). (7) The compound is S(c1c2c(n(CC)c(=O)c1)cccc2)CC(=O)N(Cc1ccccc1)C. The result is 0 (inactive).